Dataset: NCI-60 drug combinations with 297,098 pairs across 59 cell lines. Task: Regression. Given two drug SMILES strings and cell line genomic features, predict the synergy score measuring deviation from expected non-interaction effect. Drug 2: CC(C)CN1C=NC2=C1C3=CC=CC=C3N=C2N. Synergy scores: CSS=10.7, Synergy_ZIP=-2.55, Synergy_Bliss=2.78, Synergy_Loewe=0.866, Synergy_HSA=1.07. Drug 1: CC1CCC2CC(C(=CC=CC=CC(CC(C(=O)C(C(C(=CC(C(=O)CC(OC(=O)C3CCCCN3C(=O)C(=O)C1(O2)O)C(C)CC4CCC(C(C4)OC)OCCO)C)C)O)OC)C)C)C)OC. Cell line: SR.